Dataset: Forward reaction prediction with 1.9M reactions from USPTO patents (1976-2016). Task: Predict the product of the given reaction. (1) Given the reactants [C:1]([NH:5][NH:6][C:7](=[O:21])[C:8]1[CH:13]=[CH:12][CH:11]=[C:10]([O:14][CH3:15])[C:9]=1[CH2:16][O:17][CH2:18][CH:19]=[CH2:20])([CH3:4])([CH3:3])[CH3:2].[CH3:22][C:23]1[CH:24]=[C:25]([CH:29]=[C:30]([CH3:32])[CH:31]=1)[C:26](Cl)=[O:27].[C:33]([O-])([O-])=O.[K+].[K+], predict the reaction product. The product is: [CH2:18]([O:17][CH2:16][CH:9]1[C:10]([CH3:33])([O:14][CH3:15])[CH:11]=[CH:12][CH:13]=[C:8]1[C:7]([NH:6][N:5]([C:1]([CH3:4])([CH3:3])[CH3:2])[C:26](=[O:27])[C:25]1[CH:24]=[C:23]([CH3:22])[CH:31]=[C:30]([CH3:32])[CH:29]=1)=[O:21])[CH:19]=[CH2:20]. (2) Given the reactants [F:1][C:2]1[CH:7]=[CH:6][C:5](/[CH:8]=[CH:9]/[C:10]2[CH:15]=[CH:14][C:13]([N+:16]([O-])=O)=[CH:12][CH:11]=2)=[CH:4][CH:3]=1, predict the reaction product. The product is: [F:1][C:2]1[CH:3]=[CH:4][C:5]([CH2:8][CH2:9][C:10]2[CH:11]=[CH:12][C:13]([NH2:16])=[CH:14][CH:15]=2)=[CH:6][CH:7]=1. (3) Given the reactants [NH:1]([C:3]([C:5]1[CH:6]=[C:7]2[C:12](=[CH:13][CH:14]=1)[C:11](=[O:15])[N:10]([CH2:16][CH:17]([CH3:19])[CH3:18])[C:9]([CH2:20][NH:21][C:22](=[O:28])[O:23][C:24]([CH3:27])([CH3:26])[CH3:25])=[C:8]2[C:29]1[CH:34]=[CH:33][CH:32]=[CH:31][CH:30]=1)=[O:4])[NH2:2].[C:35](OC)(OC)(OC)[CH3:36].C1CCN2C(=NCCC2)CC1.C(O)(=O)C, predict the reaction product. The product is: [CH2:16]([N:10]1[C:9]([CH2:20][NH:21][C:22](=[O:28])[O:23][C:24]([CH3:27])([CH3:26])[CH3:25])=[C:8]([C:29]2[CH:30]=[CH:31][CH:32]=[CH:33][CH:34]=2)[C:7]2[C:12](=[CH:13][CH:14]=[C:5]([C:3]3[O:4][C:35]([CH3:36])=[N:2][N:1]=3)[CH:6]=2)[C:11]1=[O:15])[CH:17]([CH3:19])[CH3:18]. (4) Given the reactants [NH2:1][C@@H:2]1[CH2:7][CH2:6][CH2:5][CH2:4][C@@H:3]1[NH:8][C:9](=[O:15])[O:10][C:11]([CH3:14])([CH3:13])[CH3:12].[Cl:16][C:17]1[C:22]2[C:23](=[O:33])[N:24]([C:26]([O:28][C:29]([CH3:32])([CH3:31])[CH3:30])=[O:27])[CH2:25][C:21]=2[C:20]([F:34])=[C:19](Cl)[N:18]=1.CC(O)C.CCN(C(C)C)C(C)C, predict the reaction product. The product is: [C:11]([O:10][C:9]([NH:8][C@H:3]1[CH2:4][CH2:5][CH2:6][CH2:7][C@H:2]1[NH:1][C:19]1[N:18]=[C:17]([Cl:16])[C:22]2[C:23](=[O:33])[N:24]([C:26]([O:28][C:29]([CH3:30])([CH3:31])[CH3:32])=[O:27])[CH2:25][C:21]=2[C:20]=1[F:34])=[O:15])([CH3:12])([CH3:14])[CH3:13]. (5) Given the reactants [ClH:1].[CH3:2][N:3]([CH3:55])[S:4]([C:7]1[CH:8]=[CH:9][C:10]([CH3:54])=[C:11]([C:13]2[CH:18]=[CH:17][CH:16]=[C:15]([CH2:19][C@H:20]([NH:36][C:37]([C@H:39]3[CH2:44][CH2:43][C@H:42]([CH2:45][NH:46]C(=O)OC(C)(C)C)[CH2:41][CH2:40]3)=[O:38])[C:21](=[O:35])[NH:22][C:23]3[CH:28]=[CH:27][C:26]([C:29]4[NH:33][C:32](=[O:34])[O:31][N:30]=4)=[CH:25][CH:24]=3)[CH:14]=2)[CH:12]=1)(=[O:6])=[O:5].C(#N)C, predict the reaction product. The product is: [ClH:1].[NH2:46][CH2:45][C@H:42]1[CH2:41][CH2:40][C@H:39]([C:37]([NH:36][C@@H:20]([CH2:19][C:15]2[CH:14]=[C:13]([C:11]3[CH:12]=[C:7]([S:4](=[O:5])(=[O:6])[N:3]([CH3:2])[CH3:55])[CH:8]=[CH:9][C:10]=3[CH3:54])[CH:18]=[CH:17][CH:16]=2)[C:21](=[O:35])[NH:22][C:23]2[CH:24]=[CH:25][C:26]([C:29]3[NH:33][C:32](=[O:34])[O:31][N:30]=3)=[CH:27][CH:28]=2)=[O:38])[CH2:44][CH2:43]1. (6) Given the reactants [NH2:1][C:2]1[CH:3]=[C:4]([C:8]([F:11])([F:10])[F:9])[CH:5]=[CH:6][CH:7]=1.[OH-].[Na+].[Cl:14][C:15]1[N:23]=[CH:22][CH:21]=[CH:20][C:16]=1[C:17](Cl)=[O:18], predict the reaction product. The product is: [Cl:14][C:15]1[C:16]([C:17]([NH:1][C:2]2[CH:7]=[CH:6][CH:5]=[C:4]([C:8]([F:9])([F:10])[F:11])[CH:3]=2)=[O:18])=[CH:20][CH:21]=[CH:22][N:23]=1. (7) Given the reactants [Cl:1][C:2]1[CH:10]=[CH:9][C:8]([N+:11]([O-:13])=[O:12])=[CH:7][C:3]=1[C:4](Cl)=[O:5].[CH3:14][NH2:15], predict the reaction product. The product is: [Cl:1][C:2]1[CH:10]=[CH:9][C:8]([N+:11]([O-:13])=[O:12])=[CH:7][C:3]=1[C:4]([NH:15][CH3:14])=[O:5]. (8) The product is: [Cl:25][CH2:26][C:27]([NH:1][C:2]1[CH:7]=[N:6][C:5]([C:8]2[N:13]=[C:12]([OH:14])[C:11]([CH2:15][CH3:16])=[C:10]([CH3:17])[N:9]=2)=[CH:4][CH:3]=1)=[O:28]. Given the reactants [NH2:1][C:2]1[CH:3]=[CH:4][C:5]([C:8]2[N:13]=[C:12]([OH:14])[C:11]([CH2:15][CH3:16])=[C:10]([CH3:17])[N:9]=2)=[N:6][CH:7]=1.C(N(CC)CC)C.[Cl:25][CH2:26][C:27](Cl)=[O:28], predict the reaction product. (9) Given the reactants [F:1][C:2]1[C:7]([F:8])=[CH:6][C:5]([N+:9]([O-])=O)=[CH:4][C:3]=1[C@:12]1([CH3:23])[C@H:18]2[C@:16]([CH2:19][O:20][CH3:21])([CH2:17]2)[S:15][C:14]([NH2:22])=[N:13]1, predict the reaction product. The product is: [NH2:9][C:5]1[CH:6]=[C:7]([F:8])[C:2]([F:1])=[C:3]([C@:12]2([CH3:23])[C@H:18]3[C@:16]([CH2:19][O:20][CH3:21])([CH2:17]3)[S:15][C:14]([NH2:22])=[N:13]2)[CH:4]=1. (10) Given the reactants [CH:1](C1C=CC(CN(C)C(=O)OCC2C=CC=CC=2)=CC=1)=O.C(=NC1C=CC=C2C=1COC2=O)C1C=CC=CC=1.C[O-].[Na+].CO.[CH2:45]([O:52][C:53]([N:55]([CH2:57][C:58]1[CH:63]=[CH:62][C:61]([CH:64]2[C:73](=[O:74])[C:72]3[C:71]([C:75]([O:77][CH3:78])=[O:76])=[CH:70][CH:69]=[CH:68][C:67]=3[NH:66][CH:65]2[C:79]2[CH:84]=[CH:83][CH:82]=[CH:81][CH:80]=2)=[CH:60][CH:59]=1)[CH3:56])=[O:54])[C:46]1[CH:51]=[CH:50][CH:49]=[CH:48][CH:47]=1, predict the reaction product. The product is: [CH2:45]([O:52][C:53]([N:55]([CH2:57][C:58]1[CH:63]=[CH:62][C:61]([CH:64]2[C:73](=[O:74])[C:72]3[C:71]([C:75]([O:77][CH2:78][CH3:1])=[O:76])=[CH:70][CH:69]=[CH:68][C:67]=3[NH:66][CH:65]2[C:79]2[CH:84]=[CH:83][CH:82]=[CH:81][CH:80]=2)=[CH:60][CH:59]=1)[CH3:56])=[O:54])[C:46]1[CH:51]=[CH:50][CH:49]=[CH:48][CH:47]=1.